Dataset: Peptide-MHC class I binding affinity with 185,985 pairs from IEDB/IMGT. Task: Regression. Given a peptide amino acid sequence and an MHC pseudo amino acid sequence, predict their binding affinity value. This is MHC class I binding data. (1) The peptide sequence is RVYQILQPIL. The MHC is Mamu-B08 with pseudo-sequence Mamu-B08. The binding affinity (normalized) is 0.422. (2) The peptide sequence is AVYLLDGLR. The MHC is HLA-B18:01 with pseudo-sequence HLA-B18:01. The binding affinity (normalized) is 0.0847.